This data is from Forward reaction prediction with 1.9M reactions from USPTO patents (1976-2016). The task is: Predict the product of the given reaction. Given the reactants [OH:1][CH:2]1[CH:7]([C:8]2[CH:13]=[CH:12][C:11]([OH:14])=[CH:10][CH:9]=2)[CH2:6][CH2:5][N:4]([C:15]([O:17][CH2:18][C:19]2[CH:24]=[CH:23][CH:22]=[CH:21][CH:20]=2)=[O:16])[CH2:3]1.[F:25][B-](F)(F)F.F[B-](F)(F)F.F[N+]1C=CC=CC=1C1C=CC=C[N+]=1F.[Na], predict the reaction product. The product is: [F:25][C:12]1[CH:13]=[C:8]([CH:7]2[CH2:6][CH2:5][N:4]([C:15]([O:17][CH2:18][C:19]3[CH:20]=[CH:21][CH:22]=[CH:23][CH:24]=3)=[O:16])[CH2:3][CH:2]2[OH:1])[CH:9]=[CH:10][C:11]=1[OH:14].